This data is from TCR-epitope binding with 47,182 pairs between 192 epitopes and 23,139 TCRs. The task is: Binary Classification. Given a T-cell receptor sequence (or CDR3 region) and an epitope sequence, predict whether binding occurs between them. (1) The epitope is FIAGLIAIV. The TCR CDR3 sequence is CATSSEATGVGETQYF. Result: 0 (the TCR does not bind to the epitope). (2) The epitope is SEVGPEHSLAEY. The TCR CDR3 sequence is CASSDSTSGADTQYF. Result: 0 (the TCR does not bind to the epitope). (3) The epitope is YFPLQSYGF. The TCR CDR3 sequence is CASSLGGVETQYF. Result: 1 (the TCR binds to the epitope). (4) The epitope is ELAGIGILTV. The TCR CDR3 sequence is CASMGGAGELFF. Result: 1 (the TCR binds to the epitope). (5) The epitope is FLRGRAYGL. The TCR CDR3 sequence is CASSYGIYEQYF. Result: 0 (the TCR does not bind to the epitope). (6) The epitope is RLRAEAQVK. The TCR CDR3 sequence is CASRVGQASTDTQYF. Result: 0 (the TCR does not bind to the epitope). (7) The epitope is CLGGLLTMV. The TCR CDR3 sequence is CAISEWDRVTTEAFF. Result: 0 (the TCR does not bind to the epitope).